Regression/Classification. Given a drug SMILES string, predict its absorption, distribution, metabolism, or excretion properties. Task type varies by dataset: regression for continuous measurements (e.g., permeability, clearance, half-life) or binary classification for categorical outcomes (e.g., BBB penetration, CYP inhibition). Dataset: cyp2d6_veith. From a dataset of CYP2D6 inhibition data for predicting drug metabolism from PubChem BioAssay. (1) The molecule is OC[C@@H](O)CN1CCN(c2ccccc2)CC1. The result is 0 (non-inhibitor). (2) The compound is N#Cc1c(N2CCCC(O)C2)nc(N)c2c(N)nc3c(c12)CC(=O)N3C12CC3CC(CC(C3)C1)C2. The result is 1 (inhibitor).